From a dataset of Choline transporter screen with 302,306 compounds. Binary Classification. Given a drug SMILES string, predict its activity (active/inactive) in a high-throughput screening assay against a specified biological target. The compound is S(=O)(=O)(Nc1cc(ccc1)c1nc(sc1)C)c1c2c(ccc1)cccc2. The result is 0 (inactive).